From a dataset of Catalyst prediction with 721,799 reactions and 888 catalyst types from USPTO. Predict which catalyst facilitates the given reaction. (1) Reactant: [Br:1][C:2]1[CH:7]=[CH:6][C:5]([C:8]2[CH:13]=[CH:12][C:11]([Br:14])=[CH:10][C:9]=2[N+:15]([O-])=O)=[C:4]([N+:18]([O-])=O)[CH:3]=1.CCO.[OH-].[Na+]. Product: [Br:1][C:2]1[CH:7]=[CH:6][C:5]([C:8]2[CH:13]=[CH:12][C:11]([Br:14])=[CH:10][C:9]=2[NH2:15])=[C:4]([NH2:18])[CH:3]=1. The catalyst class is: 33. (2) Reactant: [CH2:1]([OH:9])[CH2:2][CH2:3][CH2:4][CH2:5][CH2:6][CH2:7][CH3:8].CC(C)([O-])C.[K+].F[C:17]1[CH:25]=[CH:24][C:20]([C:21]([OH:23])=[O:22])=[CH:19][C:18]=1[C:26]([F:29])([F:28])[F:27]. Product: [CH2:1]([O:9][C:17]1[CH:25]=[CH:24][C:20]([C:21]([OH:23])=[O:22])=[CH:19][C:18]=1[C:26]([F:27])([F:29])[F:28])[CH2:2][CH2:3][CH2:4][CH2:5][CH2:6][CH2:7][CH3:8]. The catalyst class is: 1. (3) Reactant: [N:1]1[CH:2]=[CH:3][N:4]2[C:9]=1[CH:8]=[CH:7][CH:6]=[N:5]2.[Br:10]N1C(=O)CCC1=O.C(=O)([O-])[O-].[Na+].[Na+]. Product: [Br:10][C:3]1[N:4]2[N:5]=[CH:6][CH:7]=[CH:8][C:9]2=[N:1][CH:2]=1. The catalyst class is: 22. (4) Reactant: [C:1]1([N:7]2[C:11]3[NH:12][C:13](=[O:22])[C:14]([C:16]4[CH:21]=[CH:20][CH:19]=[CH:18][CH:17]=4)=[CH:15][C:10]=3[N:9]=[N:8]2)[CH:6]=[CH:5][CH:4]=[CH:3][CH:2]=1.[H-].[Na+].[CH3:25][N:26]1[C:30]([CH2:31]Cl)=[N:29][CH:28]=[N:27]1.O. Product: [C:1]1([N:7]2[C:11]3=[N:12][C:13]([O:22][CH2:31][C:30]4[N:26]([CH3:25])[N:27]=[CH:28][N:29]=4)=[C:14]([C:16]4[CH:17]=[CH:18][CH:19]=[CH:20][CH:21]=4)[CH:15]=[C:10]3[N:9]=[N:8]2)[CH:2]=[CH:3][CH:4]=[CH:5][CH:6]=1. The catalyst class is: 3. (5) Reactant: [C:1]([O:5][C:6]([N:8]1[CH2:13][C@@H:12]([O:14][CH2:15][C@H:16]2[CH2:18][O:17]2)[C@H:11]([C:19]2[CH:24]=[CH:23][C:22]([O:25][CH2:26][CH2:27][CH2:28][O:29][C:30]3[CH:35]=[CH:34][CH:33]=[CH:32][C:31]=3[C:36]#[N:37])=[CH:21][CH:20]=2)[C@@H:10]([O:38][CH2:39][C:40]2[CH:49]=[C:48]([O:50][CH3:51])[C:47]3[C:42](=[CH:43][CH:44]=[CH:45][CH:46]=3)[CH:41]=2)[CH2:9]1)=[O:7])([CH3:4])([CH3:3])[CH3:2].[H-].[Na+]. Product: [C:1]([O:5][C:6]([N:8]1[CH2:9][C@H:10]([O:38][CH2:39][C:40]2[CH:49]=[C:48]([O:50][CH3:51])[C:47]3[C:42](=[CH:43][CH:44]=[CH:45][CH:46]=3)[CH:41]=2)[C@@H:11]([C:19]2[CH:20]=[CH:21][C:22]([O:25][CH2:26][CH2:27][CH2:28][O:29][C:30]3[CH:35]=[CH:34][CH:33]=[CH:32][C:31]=3[C:36]#[N:37])=[CH:23][CH:24]=2)[C@H:12]([O:14][CH2:15][C@H:16]([OH:17])[CH2:18][O:17][CH2:16][CH2:15][O:14][CH3:12])[CH2:13]1)=[O:7])([CH3:4])([CH3:2])[CH3:3]. The catalyst class is: 141. (6) Reactant: Cl.[Cl:2][C:3]1[C:4]([O:17][CH2:18][CH:19]2[CH2:24][CH2:23][NH:22][CH2:21][CH2:20]2)=[CH:5][C:6]([F:16])=[C:7]([CH:15]=1)[C:8]([O:10][C:11]([CH3:14])([CH3:13])[CH3:12])=[O:9].CC1C=CC(S(O[C@@H:36]([C:38]2[CH:43]=[C:42]([Cl:44])[CH:41]=[C:40]([Cl:45])[CH:39]=2)[CH3:37])(=O)=O)=CC=1.C(=O)([O-])[O-].[K+].[K+]. Product: [Cl:2][C:3]1[C:4]([O:17][CH2:18][CH:19]2[CH2:20][CH2:21][N:22]([C@H:36]([C:38]3[CH:43]=[C:42]([Cl:44])[CH:41]=[C:40]([Cl:45])[CH:39]=3)[CH3:37])[CH2:23][CH2:24]2)=[CH:5][C:6]([F:16])=[C:7]([CH:15]=1)[C:8]([O:10][C:11]([CH3:13])([CH3:14])[CH3:12])=[O:9]. The catalyst class is: 35. (7) Reactant: CN(C)C=O.[H-].[Na+].[NH:8]1[CH:12]=[CH:11][N:10]=[CH:9]1.[Cl:13][C:14]1[CH:15]=[C:16]([CH:30]=[CH:31][CH:32]=1)[O:17][CH2:18][C:19]1[CH:29]=[CH:28][CH:27]=[CH:26][C:20]=1[C:21](Cl)=[N:22][O:23][CH3:24]. Product: [Cl:13][C:14]1[CH:15]=[C:16]([CH:30]=[CH:31][CH:32]=1)[O:17][CH2:18][C:19]1[CH:29]=[CH:28][CH:27]=[CH:26][C:20]=1[C:21]([N:8]1[CH:12]=[CH:11][N:10]=[CH:9]1)=[N:22][O:23][CH3:24]. The catalyst class is: 28. (8) Reactant: [Cl:1][C:2]1[CH:11]=[C:10]([C:12]([CH3:15])([CH3:14])[CH3:13])[CH:9]=[CH:8][C:3]=1[C:4](OC)=[O:5].[H-].C([Al+]CC(C)C)C(C)C.Cl. Product: [Cl:1][C:2]1[CH:11]=[C:10]([C:12]([CH3:15])([CH3:14])[CH3:13])[CH:9]=[CH:8][C:3]=1[CH2:4][OH:5]. The catalyst class is: 426.